From a dataset of Full USPTO retrosynthesis dataset with 1.9M reactions from patents (1976-2016). Predict the reactants needed to synthesize the given product. Given the product [CH:1]1(/[CH:4]=[CH:5]/[C:6]2[N:11]=[CH:10][N:9]=[C:8]([NH2:12])[CH:7]=2)[CH2:3][CH2:2]1, predict the reactants needed to synthesize it. The reactants are: [CH:1]1(/[CH:4]=[CH:5]/[C:6]2[N:11]=[CH:10][N:9]=[C:8]([NH:12]C(=O)OC(C)(C)C)[CH:7]=2)[CH2:3][CH2:2]1.FC(F)(F)C(O)=O.